Task: Predict the reactants needed to synthesize the given product.. Dataset: Full USPTO retrosynthesis dataset with 1.9M reactions from patents (1976-2016) Given the product [O:62]([CH2:63][CH:64]([OH:67])[CH3:65])[C:61]1[CH:68]=[CH:69][CH:58]=[CH:59][CH:60]=1, predict the reactants needed to synthesize it. The reactants are: C[NH+](C)C.[Br-].[Cl-].C(C1C=CC(OCCCCCCOC2C=CC(C(=N)N)=CC=2)=CC=1)(=N)N.S(CCO)([O-])(=O)=O.OC1C=CC(C([O-])=O)=CC=1.C(=O)CCCC=O.Cl[C:58]1[CH:69]=[CH:68][C:61]([O:62][CH2:63][CH:64]([OH:67])[CH2:65]O)=[CH:60][CH:59]=1.C(ONCO)(=O)C.[Na].CCCCCCCCCCCCC[N+](CC1C=CC=CC=1)(C)C.[Cl-].